Task: Predict which catalyst facilitates the given reaction.. Dataset: Catalyst prediction with 721,799 reactions and 888 catalyst types from USPTO Reactant: [C:1]([O:4][CH2:5][C:6]1[CH:11]=[C:10]([C:12]#[C:13][Si:14]([CH3:17])([CH3:16])[CH3:15])[C:9]([O:18]CC2C=CC(OC)=CC=2)=[CH:8][N:7]=1)(=[O:3])[CH3:2].C[SiH](C)C.FC(F)(F)C([O-])=O.C(=O)([O-])O.[Na+]. Product: [C:1]([O:4][CH2:5][C:6]1[CH:11]=[C:10]([C:12]#[C:13][Si:14]([CH3:15])([CH3:17])[CH3:16])[C:9]([OH:18])=[CH:8][N:7]=1)(=[O:3])[CH3:2]. The catalyst class is: 4.